From a dataset of Reaction yield outcomes from USPTO patents with 853,638 reactions. Predict the reaction yield, written as a fraction of the theoretical maximum amount of product (1.0 means a 100% yield; for example, 0.34 means a 34% yield). (1) The reactants are [Cl-].O[NH3+:3].[C:4](=[O:7])([O-])[OH:5].[Na+].CS(C)=O.[CH2:13]([C:17]1[N:18]=[C:19]([CH3:47])[N:20]([CH2:39][C:40]2[C:41]([CH3:46])=[N:42][O:43][C:44]=2[CH3:45])[C:21](=[O:38])[C:22]=1[CH2:23][C:24]1[CH:29]=[CH:28][C:27]([C:30]2[C:31]([C:36]#[N:37])=[CH:32][CH:33]=[CH:34][CH:35]=2)=[CH:26][CH:25]=1)[CH2:14][CH2:15][CH3:16]. The catalyst is C(OCC)(=O)C. The product is [CH2:13]([C:17]1[N:18]=[C:19]([CH3:47])[N:20]([CH2:39][C:40]2[C:41]([CH3:46])=[N:42][O:43][C:44]=2[CH3:45])[C:21](=[O:38])[C:22]=1[CH2:23][C:24]1[CH:25]=[CH:26][C:27]([C:30]2[CH:35]=[CH:34][CH:33]=[CH:32][C:31]=2[C:36]2[NH:3][C:4](=[O:7])[O:5][N:37]=2)=[CH:28][CH:29]=1)[CH2:14][CH2:15][CH3:16]. The yield is 0.550. (2) The reactants are Cl[C:2]1[N:3]=[N:4][C:5]([C:8]([F:11])([F:10])[F:9])=[CH:6][CH:7]=1.[NH2:12][CH:13]1[CH2:18][CH2:17][N:16]([C:19]([O:21][C:22]([CH3:25])([CH3:24])[CH3:23])=[O:20])[CH2:15][CH2:14]1.[I-].[K+]. The catalyst is O. The product is [F:9][C:8]([F:11])([F:10])[C:5]1[N:4]=[N:3][C:2]([NH:12][CH:13]2[CH2:14][CH2:15][N:16]([C:19]([O:21][C:22]([CH3:25])([CH3:24])[CH3:23])=[O:20])[CH2:17][CH2:18]2)=[CH:7][CH:6]=1. The yield is 0.850. (3) The reactants are [Br:1][C:2]1[CH:7]=[CH:6][C:5]([CH3:8])=[C:4]([CH2:9]Cl)[CH:3]=1.[C:11]([C:15]1[CH:20]=[CH:19][C:18]([C:21]2[C:29]3[C:24](=[CH:25][CH:26]=[CH:27][CH:28]=3)[NH:23][C:22]=2[C:30]([O:32][CH2:33][CH3:34])=[O:31])=[CH:17][CH:16]=1)([CH3:14])([CH3:13])[CH3:12].C([O-])([O-])=O.[K+].[K+].CCOC(C)=O. The catalyst is CN(C=O)C. The product is [Br:1][C:2]1[CH:7]=[CH:6][C:5]([CH3:8])=[C:4]([CH:3]=1)[CH2:9][N:23]1[C:24]2[C:29](=[CH:28][CH:27]=[CH:26][CH:25]=2)[C:21]([C:18]2[CH:19]=[CH:20][C:15]([C:11]([CH3:14])([CH3:12])[CH3:13])=[CH:16][CH:17]=2)=[C:22]1[C:30]([O:32][CH2:33][CH3:34])=[O:31]. The yield is 0.710. (4) The yield is 0.520. The catalyst is CO.CN(C=O)C. The product is [Cl:30][C:31]1[CH:32]=[CH:33][C:34]([C@H:37]2[CH2:41][CH2:40][CH2:39][C@H:38]2[NH:42][C:24]([C:23]2[CH:22]=[C:21]([C:18]3[CH:19]=[CH:20][C:10]4[O:9][C:8]([C:5]5[CH:6]=[CH:7][C:2]([F:1])=[CH:3][CH:4]=5)=[C:12]([C:13]([NH:14][CH3:15])=[O:16])[C:11]=4[CH:17]=3)[CH:29]=[CH:28][CH:27]=2)=[O:25])=[CH:35][CH:36]=1. The reactants are [F:1][C:2]1[CH:7]=[CH:6][C:5]([C:8]2[O:9][C:10]3[CH:20]=[CH:19][C:18]([C:21]4[CH:22]=[C:23]([CH:27]=[CH:28][CH:29]=4)[C:24](O)=[O:25])=[CH:17][C:11]=3[C:12]=2[C:13](=[O:16])[NH:14][CH3:15])=[CH:4][CH:3]=1.[Cl:30][C:31]1[CH:36]=[CH:35][C:34]([C@H:37]2[CH2:41][CH2:40][CH2:39][C@H:38]2[NH2:42])=[CH:33][CH:32]=1.CN(C(ON1N=NC2C=CC=NC1=2)=[N+](C)C)C.F[P-](F)(F)(F)(F)F.CCN(C(C)C)C(C)C. (5) The reactants are [CH2:1]([O:8][C:9]1[CH:10]=[CH:11][C:12]([CH2:15][OH:16])=[N:13][CH:14]=1)[C:2]1[CH:7]=[CH:6][CH:5]=[CH:4][CH:3]=1. The catalyst is O1CCCC1.CS(C)=O.C(OCC)(=O)C. The product is [CH2:1]([O:8][C:9]1[CH:10]=[CH:11][C:12]([CH:15]=[O:16])=[N:13][CH:14]=1)[C:2]1[CH:3]=[CH:4][CH:5]=[CH:6][CH:7]=1. The yield is 0.970. (6) The reactants are [N:1]1([C:6]([C:8]2([C:14]3[CH:19]=[CH:18][C:17]([S:20][CH2:21][CH2:22][CH2:23][N:24]4[CH2:28][CH2:27][CH2:26][CH2:25]4)=[CH:16][CH:15]=3)[CH2:13][CH2:12][O:11][CH2:10][CH2:9]2)=O)[CH2:5][CH2:4][CH2:3][CH2:2]1.[H-].[Al+3].[Li+].[H-].[H-].[H-]. No catalyst specified. The product is [N:1]1([CH2:6][C:8]2([C:14]3[CH:15]=[CH:16][C:17]([S:20][CH2:21][CH2:22][CH2:23][N:24]4[CH2:25][CH2:26][CH2:27][CH2:28]4)=[CH:18][CH:19]=3)[CH2:9][CH2:10][O:11][CH2:12][CH2:13]2)[CH2:5][CH2:4][CH2:3][CH2:2]1. The yield is 0.270. (7) The reactants are [Si:1]([O:8][CH2:9][C@@H:10]([N:19]1[CH:24]=[CH:23][C:22]([C:25]2[CH:30]=[CH:29][N:28]=[C:27](S(C)(=O)=O)[N:26]=2)=[CH:21][C:20]1=[O:35])[C:11]1[CH:16]=[CH:15][C:14]([Cl:17])=[C:13]([F:18])[CH:12]=1)([C:4]([CH3:7])([CH3:6])[CH3:5])([CH3:3])[CH3:2].[CH3:36][N:37]1[CH:41]=[C:40]([NH2:42])[C:39]([CH3:43])=[N:38]1.O. The catalyst is C(O)(CC)C. The product is [Si:1]([O:8][CH2:9][C@@H:10]([N:19]1[CH:24]=[CH:23][C:22]([C:25]2[CH:30]=[CH:29][N:28]=[C:27]([NH:42][C:40]3[C:39]([CH3:43])=[N:38][N:37]([CH3:36])[CH:41]=3)[N:26]=2)=[CH:21][C:20]1=[O:35])[C:11]1[CH:16]=[CH:15][C:14]([Cl:17])=[C:13]([F:18])[CH:12]=1)([C:4]([CH3:7])([CH3:6])[CH3:5])([CH3:3])[CH3:2]. The yield is 0.662. (8) The catalyst is C1COCC1.O. The product is [C:32]([O:31][C:27]1[C:26]([CH3:35])=[C:25]([CH:30]=[CH:29][CH:28]=1)[C:23]([NH:1][C@@H:2]([CH2:8][C:9]1[CH:14]=[CH:13][CH:12]=[CH:11][CH:10]=1)[C@H:3]([OH:7])[C:4]([OH:6])=[O:5])=[O:24])(=[O:34])[CH3:33]. The yield is 0.920. The reactants are [NH2:1][C@@H:2]([CH2:8][C:9]1[CH:14]=[CH:13][CH:12]=[CH:11][CH:10]=1)[C@H:3]([OH:7])[C:4]([OH:6])=[O:5].CCN(CC)CC.Cl[C:23]([C:25]1[C:26]([CH3:35])=[C:27]([O:31][C:32](=[O:34])[CH3:33])[CH:28]=[CH:29][CH:30]=1)=[O:24].Cl.[Na+].[Cl-].